Dataset: Forward reaction prediction with 1.9M reactions from USPTO patents (1976-2016). Task: Predict the product of the given reaction. (1) Given the reactants [NH:1]([C:35]([CH3:37])=[O:36])[C@@H:2]([C:18]([N:20]1[CH2:34][CH2:33][CH2:32][C@@H:21]1[C:22]([NH:24][C@@H:25]([C:29]([NH2:31])=[O:30])[CH:26]([CH3:28])[CH3:27])=[O:23])=[O:19])[CH2:3][CH2:4][CH2:5][CH2:6][NH:7]C(OCC1C=CC=CC=1)=O.CC(O)=O.O.[H][H], predict the reaction product. The product is: [NH:1]([C:35]([CH3:37])=[O:36])[C@@H:2]([C:18]([N:20]1[CH2:34][CH2:33][CH2:32][C@@H:21]1[C:22]([NH:24][C@@H:25]([C:29]([NH2:31])=[O:30])[CH:26]([CH3:28])[CH3:27])=[O:23])=[O:19])[CH2:3][CH2:4][CH2:5][CH2:6][NH2:7]. (2) Given the reactants [CH3:1][N:2]1[CH2:7][CH2:6][NH:5][CH2:4][CH2:3]1.F[C:9]1[C:14]([N+:15]([O-:17])=[O:16])=[CH:13][C:12]([NH:18][C:19]2[N:24]=[C:23]([C:25]3[C:33]4[C:28](=[CH:29][CH:30]=[CH:31][CH:32]=4)[NH:27][CH:26]=3)[CH:22]=[CH:21][N:20]=2)=[C:11]([O:34][CH3:35])[CH:10]=1.C(O)C(F)(F)F, predict the reaction product. The product is: [NH:27]1[C:28]2[C:33](=[CH:32][CH:31]=[CH:30][CH:29]=2)[C:25]([C:23]2[CH:22]=[CH:21][N:20]=[C:19]([NH:18][C:12]3[CH:13]=[C:14]([N+:15]([O-:17])=[O:16])[C:9]([N:5]4[CH2:6][CH2:7][N:2]([CH3:1])[CH2:3][CH2:4]4)=[CH:10][C:11]=3[O:34][CH3:35])[N:24]=2)=[CH:26]1. (3) Given the reactants [Br:1][C:2]1[C:3]2[N:4]([C:9]([NH:12]C(=O)OCC)=[N:10][N:11]=2)[C:5]([Cl:8])=[CH:6][CH:7]=1.O.CN(C=O)C.[OH-].[K+], predict the reaction product. The product is: [Br:1][C:2]1[C:3]2[N:4]([C:9]([NH2:12])=[N:10][N:11]=2)[C:5]([Cl:8])=[CH:6][CH:7]=1. (4) Given the reactants C[O:2][C:3](=[O:29])[CH2:4][N:5]1[C:13]2[CH:12]=[C:11]([C:14]3[CH:19]=[CH:18][C:17]([O:20][CH2:21][CH3:22])=[C:16]([C:23]([F:26])([F:25])[F:24])[CH:15]=3)[N:10]=[C:9]([C:27]#[N:28])[C:8]=2[N:7]=[CH:6]1.CN(C)C=O.[OH-].[Li+].Cl, predict the reaction product. The product is: [C:27]([C:9]1[C:8]2[N:7]=[CH:6][N:5]([CH2:4][C:3]([OH:29])=[O:2])[C:13]=2[CH:12]=[C:11]([C:14]2[CH:19]=[CH:18][C:17]([O:20][CH2:21][CH3:22])=[C:16]([C:23]([F:26])([F:25])[F:24])[CH:15]=2)[N:10]=1)#[N:28]. (5) Given the reactants [CH2:1]([O:8][C:9]1[CH:14]=[CH:13][C:12]([C:15]2([OH:33])[C:23]3[C:18](=[CH:19][CH:20]=[CH:21][CH:22]=3)[C:17](=[O:24])[N:16]2[CH2:25][CH2:26][C:27]2[CH:32]=[CH:31][CH:30]=[CH:29][N:28]=2)=[CH:11][C:10]=1[O:34][CH3:35])[C:2]1[CH:7]=[CH:6][CH:5]=[CH:4][CH:3]=1.[H-].[Na+].[CH2:38]1COCC1, predict the reaction product. The product is: [CH2:1]([O:8][C:9]1[CH:14]=[CH:13][C:12]([C:15]2([O:33][CH3:38])[C:23]3[C:18](=[CH:19][CH:20]=[CH:21][CH:22]=3)[C:17](=[O:24])[N:16]2[CH2:25][CH2:26][C:27]2[CH:32]=[CH:31][CH:30]=[CH:29][N:28]=2)=[CH:11][C:10]=1[O:34][CH3:35])[C:2]1[CH:7]=[CH:6][CH:5]=[CH:4][CH:3]=1. (6) Given the reactants [C:1]([C:5]1[CH:10]=[CH:9][C:8]([NH:11][C:12]([CH:14]2[O:19][C:18]3[CH:20]=[CH:21][CH:22]=[CH:23][C:17]=3[N:16]([C:24]([O:26][CH2:27][CH3:28])=[O:25])[CH2:15]2)=[O:13])=[CH:7][C:6]=1[OH:29])([CH3:4])([CH3:3])[CH3:2].[H-].[Na+].[CH3:32]I, predict the reaction product. The product is: [C:1]([C:5]1[CH:10]=[CH:9][C:8]([N:11]([CH3:32])[C:12]([CH:14]2[O:19][C:18]3[CH:20]=[CH:21][CH:22]=[CH:23][C:17]=3[N:16]([C:24]([O:26][CH2:27][CH3:28])=[O:25])[CH2:15]2)=[O:13])=[CH:7][C:6]=1[OH:29])([CH3:4])([CH3:2])[CH3:3]. (7) Given the reactants [CH3:1][CH2:2][Mg+].[Br-].CON(C)[C:8]([C:10]1[CH:24]=[CH:23][C:13]2[N:14]([CH:17]3[CH2:22][CH2:21][CH2:20][CH2:19][O:18]3)[CH:15]=[N:16][C:12]=2[CH:11]=1)=[O:9].[NH4+].[Cl-].O, predict the reaction product. The product is: [O:18]1[CH2:19][CH2:20][CH2:21][CH2:22][CH:17]1[N:14]1[C:13]2[CH:23]=[CH:24][C:10]([C:8](=[O:9])[CH2:2][CH3:1])=[CH:11][C:12]=2[N:16]=[CH:15]1.